From a dataset of Forward reaction prediction with 1.9M reactions from USPTO patents (1976-2016). Predict the product of the given reaction. (1) Given the reactants [Cl:1][C:2]1[C:10]([NH2:11])=[CH:9][C:8]([Cl:12])=[CH:7][C:3]=1[C:4]([OH:6])=[O:5].[CH3:13][Si](C=[N+]=[N-])(C)C, predict the reaction product. The product is: [Cl:1][C:2]1[C:10]([NH2:11])=[CH:9][C:8]([Cl:12])=[CH:7][C:3]=1[C:4]([O:6][CH3:13])=[O:5]. (2) Given the reactants [C:1]([C:3]1[CH:4]=[CH:5][C:6]([C:9]([OH:11])=O)=[N:7][CH:8]=1)#[N:2].C(OC([N:19]1[CH2:24][CH2:23][O:22][C@@H:21]([C:25]2[CH:30]=[CH:29][C:28]([NH2:31])=[C:27]([Cl:32])[CH:26]=2)[CH2:20]1)=O)(C)(C)C, predict the reaction product. The product is: [ClH:32].[Cl:32][C:27]1[CH:26]=[C:25]([C@@H:21]2[O:22][CH2:23][CH2:24][NH:19][CH2:20]2)[CH:30]=[CH:29][C:28]=1[NH:31][C:9](=[O:11])[C:6]1[CH:5]=[CH:4][C:3]([C:1]#[N:2])=[CH:8][N:7]=1. (3) Given the reactants C[O:2][C:3](=[O:33])[CH:4]([CH2:9][C:10]1[C:11]([NH:23][C:24]2[C:29]([CH3:30])=[CH:28][C:27]([CH3:31])=[CH:26][C:25]=2[CH3:32])=[N:12][C:13]([CH3:22])=[CH:14][C:15]=1[O:16][CH:17]([CH2:20][CH3:21])[CH2:18][CH3:19])C(OC)=O, predict the reaction product. The product is: [CH2:18]([CH:17]([O:16][C:15]1[CH:14]=[C:13]([CH3:22])[N:12]=[C:11]([NH:23][C:24]2[C:29]([CH3:30])=[CH:28][C:27]([CH3:31])=[CH:26][C:25]=2[CH3:32])[C:10]=1[CH2:9][CH2:4][C:3]([OH:33])=[O:2])[CH2:20][CH3:21])[CH3:19]. (4) The product is: [CH3:10][C:11]1[C:15]([C:16]([NH:6][C:5]2[CH:7]=[CH:8][C:2]([Cl:1])=[C:3]([I:9])[CH:4]=2)=[O:17])=[C:14]([CH3:19])[O:13][N:12]=1. Given the reactants [Cl:1][C:2]1[CH:8]=[CH:7][C:5]([NH2:6])=[CH:4][C:3]=1[I:9].[CH3:10][C:11]1[C:15]([C:16](O)=[O:17])=[C:14]([CH3:19])[O:13][N:12]=1.C(Cl)CCl, predict the reaction product. (5) Given the reactants C(O)(C(F)(F)F)=O.C(OC(=O)[NH:14][C:15]1[C:24]2[C:19](=[CH:20][CH:21]=[CH:22][CH:23]=2)[C:18]([O:25][C:26]2[CH:31]=[CH:30][N:29]=[C:28]([NH:32][C:33]3[CH:38]=[C:37]([O:39][CH3:40])[CH:36]=[C:35]([O:41][CH2:42][CH2:43][O:44][CH2:45][CH2:46][O:47][CH2:48][CH2:49][O:50][CH2:51][CH2:52][O:53][CH2:54][CH2:55][O:56][CH2:57][CH2:58][O:59][CH2:60][CH2:61][O:62][CH3:63])[CH:34]=3)[CH:27]=2)=[CH:17][CH:16]=1)(C)(C)C, predict the reaction product. The product is: [CH3:63][O:62][CH2:61][CH2:60][O:59][CH2:58][CH2:57][O:56][CH2:55][CH2:54][O:53][CH2:52][CH2:51][O:50][CH2:49][CH2:48][O:47][CH2:46][CH2:45][O:44][CH2:43][CH2:42][O:41][C:35]1[CH:34]=[C:33]([NH:32][C:28]2[CH:27]=[C:26]([O:25][C:18]3[C:19]4[C:24](=[CH:23][CH:22]=[CH:21][CH:20]=4)[C:15]([NH2:14])=[CH:16][CH:17]=3)[CH:31]=[CH:30][N:29]=2)[CH:38]=[C:37]([O:39][CH3:40])[CH:36]=1. (6) Given the reactants P(Cl)(Cl)([Cl:3])=O.[CH:6]([N:9]([CH:12]([CH3:14])[CH3:13])[CH:10]=O)([CH3:8])[CH3:7].[CH:15]([NH:18][CH:19]([CH3:21])[CH3:20])([CH3:17])[CH3:16], predict the reaction product. The product is: [Cl-:3].[CH:6]([N:9]([CH:12]([CH3:14])[CH3:13])[CH:10]=[N+:18]([CH:19]([CH3:21])[CH3:20])[CH:15]([CH3:17])[CH3:16])([CH3:8])[CH3:7]. (7) Given the reactants [CH:1]12[CH2:10][CH:5]3[CH2:6][CH:7]([CH2:9][CH:3]([CH2:4]3)[C:2]1=[O:11])[CH2:8]2.[CH2:12]([Li])[CH3:13].[C:15](Cl)(=[O:19])[C:16]([CH3:18])=[CH2:17], predict the reaction product. The product is: [C:15]([O:11][C:2]1([CH2:12][CH3:13])[CH:3]2[CH2:9][CH:7]3[CH2:6][CH:5]([CH2:10][CH:1]1[CH2:8]3)[CH2:4]2)(=[O:19])[C:16]([CH3:18])=[CH2:17].